From a dataset of Peptide-MHC class I binding affinity with 185,985 pairs from IEDB/IMGT. Regression. Given a peptide amino acid sequence and an MHC pseudo amino acid sequence, predict their binding affinity value. This is MHC class I binding data. (1) The peptide sequence is KTAVQMAVF. The MHC is Mamu-A2201 with pseudo-sequence Mamu-A2201. The binding affinity (normalized) is 0.321. (2) The binding affinity (normalized) is 0.835. The peptide sequence is SYLRKFSAL. The MHC is HLA-B08:01 with pseudo-sequence HLA-B08:01. (3) The peptide sequence is FVRQCFNPM. The MHC is HLA-B08:01 with pseudo-sequence HLA-B08:01. The binding affinity (normalized) is 0.456. (4) The peptide sequence is YLEGTRTLL. The MHC is HLA-A24:03 with pseudo-sequence HLA-A24:03. The binding affinity (normalized) is 0.0847. (5) The peptide sequence is MPMSMPIPM. The MHC is HLA-A68:23 with pseudo-sequence HLA-A68:23. The binding affinity (normalized) is 0.898.